Dataset: Serine/threonine kinase 33 screen with 319,792 compounds. Task: Binary Classification. Given a drug SMILES string, predict its activity (active/inactive) in a high-throughput screening assay against a specified biological target. (1) The molecule is o1nc(N\C=C/c2n(nnn2)c2ccc(cc2)C)cc1C. The result is 0 (inactive). (2) The drug is Clc1cc(/C=C\C(=O)NCCCn2ccnc2)ccc1Cl. The result is 0 (inactive). (3) The compound is Clc1ccc(NC(=O)C(N2CCOCC2)c2ccccc2)cc1. The result is 0 (inactive). (4) The compound is O=C(N(CCn1nccc1)CC)CCc1oc(nn1)c1ccccc1. The result is 0 (inactive). (5) The drug is s1c(c(c2c1ncnc2N\N=C\c1cc(O)ccc1)C)C. The result is 1 (active). (6) The molecule is Brc1cc(c2oc(=S)[nH]n2)ccc1. The result is 0 (inactive). (7) The molecule is S(c1n(c(nn1)CNc1scc(n1)c1ccccc1)CC)CC(=O)NCc1ccccc1. The result is 0 (inactive).